Dataset: NCI-60 drug combinations with 297,098 pairs across 59 cell lines. Task: Regression. Given two drug SMILES strings and cell line genomic features, predict the synergy score measuring deviation from expected non-interaction effect. (1) Drug 1: C1=CC=C(C=C1)NC(=O)CCCCCCC(=O)NO. Drug 2: C(=O)(N)NO. Cell line: SNB-19. Synergy scores: CSS=3.61, Synergy_ZIP=-1.42, Synergy_Bliss=0.508, Synergy_Loewe=-0.248, Synergy_HSA=1.69. (2) Drug 2: COC1=NC(=NC2=C1N=CN2C3C(C(C(O3)CO)O)O)N. Drug 1: CNC(=O)C1=CC=CC=C1SC2=CC3=C(C=C2)C(=NN3)C=CC4=CC=CC=N4. Synergy scores: CSS=-7.40, Synergy_ZIP=-0.372, Synergy_Bliss=-6.41, Synergy_Loewe=-16.5, Synergy_HSA=-10.3. Cell line: HCC-2998. (3) Drug 1: CC1=C(C(=CC=C1)Cl)NC(=O)C2=CN=C(S2)NC3=CC(=NC(=N3)C)N4CCN(CC4)CCO. Drug 2: CN1C2=C(C=C(C=C2)N(CCCl)CCCl)N=C1CCCC(=O)O.Cl. Cell line: MDA-MB-231. Synergy scores: CSS=29.3, Synergy_ZIP=-2.41, Synergy_Bliss=4.16, Synergy_Loewe=-66.7, Synergy_HSA=1.93. (4) Drug 1: CC(C)(C#N)C1=CC(=CC(=C1)CN2C=NC=N2)C(C)(C)C#N. Synergy scores: CSS=-5.62, Synergy_ZIP=3.14, Synergy_Bliss=2.73, Synergy_Loewe=1.57, Synergy_HSA=-1.58. Drug 2: CN(C(=O)NC(C=O)C(C(C(CO)O)O)O)N=O. Cell line: SNB-19. (5) Cell line: UACC-257. Drug 2: C#CCC(CC1=CN=C2C(=N1)C(=NC(=N2)N)N)C3=CC=C(C=C3)C(=O)NC(CCC(=O)O)C(=O)O. Drug 1: CC1=C(C(=CC=C1)Cl)NC(=O)C2=CN=C(S2)NC3=CC(=NC(=N3)C)N4CCN(CC4)CCO. Synergy scores: CSS=60.2, Synergy_ZIP=4.27, Synergy_Bliss=0.167, Synergy_Loewe=0.341, Synergy_HSA=0.480. (6) Drug 1: C1CC(=O)NC(=O)C1N2CC3=C(C2=O)C=CC=C3N. Drug 2: CN(C)C1=NC(=NC(=N1)N(C)C)N(C)C. Cell line: T-47D. Synergy scores: CSS=-1.39, Synergy_ZIP=0.888, Synergy_Bliss=2.39, Synergy_Loewe=-1.99, Synergy_HSA=-1.70. (7) Drug 1: C1CCC(CC1)NC(=O)N(CCCl)N=O. Cell line: MDA-MB-231. Drug 2: C1CC(C1)(C(=O)O)C(=O)O.[NH2-].[NH2-].[Pt+2]. Synergy scores: CSS=19.7, Synergy_ZIP=-6.79, Synergy_Bliss=-2.61, Synergy_Loewe=-2.32, Synergy_HSA=0.176. (8) Cell line: EKVX. Drug 1: CN(C)C1=NC(=NC(=N1)N(C)C)N(C)C. Synergy scores: CSS=-3.65, Synergy_ZIP=1.08, Synergy_Bliss=-3.66, Synergy_Loewe=-5.19, Synergy_HSA=-5.78. Drug 2: COC1=C2C(=CC3=C1OC=C3)C=CC(=O)O2. (9) Drug 1: C1C(C(OC1N2C=C(C(=O)NC2=O)F)CO)O. Drug 2: CCC1(CC2CC(C3=C(CCN(C2)C1)C4=CC=CC=C4N3)(C5=C(C=C6C(=C5)C78CCN9C7C(C=CC9)(C(C(C8N6C=O)(C(=O)OC)O)OC(=O)C)CC)OC)C(=O)OC)O.OS(=O)(=O)O. Cell line: CAKI-1. Synergy scores: CSS=21.5, Synergy_ZIP=-8.19, Synergy_Bliss=-5.90, Synergy_Loewe=-6.99, Synergy_HSA=-4.06. (10) Cell line: NCI-H322M. Synergy scores: CSS=14.9, Synergy_ZIP=-5.89, Synergy_Bliss=-8.74, Synergy_Loewe=-16.5, Synergy_HSA=-7.25. Drug 2: C(CC(=O)O)C(=O)CN.Cl. Drug 1: CC(CN1CC(=O)NC(=O)C1)N2CC(=O)NC(=O)C2.